Dataset: HIV replication inhibition screening data with 41,000+ compounds from the AIDS Antiviral Screen. Task: Binary Classification. Given a drug SMILES string, predict its activity (active/inactive) in a high-throughput screening assay against a specified biological target. (1) The molecule is CSC=CC(=O)OC1CC(C)C2(C)Cc3c(C)coc3C(O)C2C1. The result is 0 (inactive). (2) The compound is CC(=O)C1C(=O)C(=O)N(c2ccc(Cl)c(Cl)c2)C1=O.[NaH]. The result is 0 (inactive). (3) The molecule is Cc1ccc2c(c1)[nH]c(=S)n2C=C1C(=O)NC(=O)NC1=O. The result is 0 (inactive). (4) The compound is CSC(SC)=C(C#N)C(=O)Nc1cccc(Cl)c1. The result is 0 (inactive). (5) The drug is COc1cccc(-n2nnc3c(N)nc(N)nc32)c1. The result is 0 (inactive). (6) The compound is CC(COC(=S)OCC(C)([N+](=O)[O-])[N+](=O)[O-])([N+](=O)[O-])[N+](=O)[O-]. The result is 0 (inactive).